Dataset: Forward reaction prediction with 1.9M reactions from USPTO patents (1976-2016). Task: Predict the product of the given reaction. (1) Given the reactants [F:1][C:2]([F:21])([C:14]1[CH:19]=[CH:18][C:17]([F:20])=[CH:16][CH:15]=1)[C:3]1[N:8]=[C:7]2[N:9]([CH3:12])[N:10]=[CH:11][C:6]2=[C:5](O)[N:4]=1.P(Cl)(Cl)(Cl)=O.[CH3:27][C:28]1[NH:32][N:31]=[C:30]([NH2:33])[CH:29]=1.CCN(C(C)C)C(C)C.[I-].[K+].CC(O)=O, predict the reaction product. The product is: [F:1][C:2]([F:21])([C:14]1[CH:19]=[CH:18][C:17]([F:20])=[CH:16][CH:15]=1)[C:3]1[N:8]=[C:7]2[N:9]([CH3:12])[N:10]=[CH:11][C:6]2=[C:5]([NH:33][C:30]2[CH:29]=[C:28]([CH3:27])[NH:32][N:31]=2)[N:4]=1. (2) Given the reactants FC(F)(F)C(O)=O.[F:8][C:9]1[CH:14]=[CH:13][C:12]([C:15]2[N:16]=[C:17]([O:20][CH2:21][C:22]([OH:24])=O)[S:18][CH:19]=2)=[CH:11][CH:10]=1.[CH:25]1([NH2:28])[CH2:27][CH2:26]1, predict the reaction product. The product is: [CH:25]1([NH:28][C:22](=[O:24])[CH2:21][O:20][C:17]2[S:18][CH:19]=[C:15]([C:12]3[CH:11]=[CH:10][C:9]([F:8])=[CH:14][CH:13]=3)[N:16]=2)[CH2:27][CH2:26]1. (3) Given the reactants [CH2:1]([N:8](C)[CH2:9][CH:10]([O:12][C:13]1[C:14]2[C:21]([C:22]3[CH:27]=[CH:26][C:25]([O:28][CH3:29])=[CH:24][CH:23]=3)=[C:20]([C:30]3[CH:35]=[CH:34][CH:33]=[CH:32][CH:31]=3)[O:19][C:15]=2[N:16]=[CH:17][N:18]=1)[CH3:11])C1C=CC=CC=1.C(O)(=O)C, predict the reaction product. The product is: [CH3:29][O:28][C:25]1[CH:24]=[CH:23][C:22]([C:21]2[C:14]3[C:13]([O:12][CH:10]([CH3:11])[CH2:9][NH:8][CH3:1])=[N:18][CH:17]=[N:16][C:15]=3[O:19][C:20]=2[C:30]2[CH:31]=[CH:32][CH:33]=[CH:34][CH:35]=2)=[CH:27][CH:26]=1. (4) Given the reactants C(OC([NH:8][C@@H:9]([CH2:14][C:15]1[CH:20]=[CH:19][C:18]([N:21]2[C:26](=[O:27])[CH:25]=[C:24]([C:28]([F:31])([F:30])[F:29])[N:23]([CH3:32])[C:22]2=[O:33])=[CH:17][CH:16]=1)[C:10]([O:12][CH3:13])=[O:11])=O)(C)(C)C.[ClH:34].C(OCC)(=O)C, predict the reaction product. The product is: [ClH:34].[NH2:8][C@@H:9]([CH2:14][C:15]1[CH:20]=[CH:19][C:18]([N:21]2[C:26](=[O:27])[CH:25]=[C:24]([C:28]([F:30])([F:29])[F:31])[N:23]([CH3:32])[C:22]2=[O:33])=[CH:17][CH:16]=1)[C:10]([O:12][CH3:13])=[O:11]. (5) Given the reactants [Cl:1][C:2]1[N:7]=[CH:6][C:5]2[CH2:8][C:9](=[O:11])[NH:10][C:4]=2[CH:3]=1.[Cl:12][C:13]1[C:14]([F:21])=[C:15]([CH:18]=[CH:19][CH:20]=1)[CH:16]=O.N1CCCCC1, predict the reaction product. The product is: [Cl:1][C:2]1[N:7]=[CH:6][C:5]2/[C:8](=[CH:16]/[C:15]3[CH:18]=[CH:19][CH:20]=[C:13]([Cl:12])[C:14]=3[F:21])/[C:9](=[O:11])[NH:10][C:4]=2[CH:3]=1. (6) The product is: [F:16][C:15]([F:18])([F:17])[C:62]([OH:63])=[O:34].[Cl:1][C:2]1[CH:3]=[C:4]([NH:19][C:20]2[C:30]3[CH:29]=[C:28]([C:31]([NH:35][CH2:39][CH3:38])=[O:32])[CH2:27][CH2:26][NH:25][C:24]=3[N:23]=[CH:22][N:21]=2)[CH:5]=[CH:6][C:7]=1[O:8][C:9]1[CH:14]=[CH:13][CH:12]=[C:11]([C:15]([F:16])([F:18])[F:17])[CH:10]=1. Given the reactants [Cl:1][C:2]1[CH:3]=[C:4]([NH:19][C:20]2[C:30]3[CH:29]=[C:28]([C:31](O)=[O:32])[CH2:27][CH2:26][NH:25][C:24]=3[N:23]=[CH:22][N:21]=2)[CH:5]=[CH:6][C:7]=1[O:8][C:9]1[CH:14]=[CH:13][CH:12]=[C:11]([C:15]([F:18])([F:17])[F:16])[CH:10]=1.[OH:34][N:35]1[C:39]2C=CC=C[C:38]=2N=N1.Cl.C(N=C=NCCCN(C)C)C.Cl.C(N)C.CN(C)[CH:62]=[O:63], predict the reaction product. (7) Given the reactants ClC1N=CC(C2N=CN(CCCC[N:17]3[C:25](=[O:26])[C:24]4[C:19](=[CH:20][CH:21]=[CH:22][CH:23]=4)[C:18]3=[O:27])C=2)=CC=1C.ClC1C(C)=CC(C2N=CNC=2)=CN=1.C(=O)([O-])[O-].[K+].[K+].BrCCCCN1C(=O)C2=CC=CC=C2C1=O, predict the reaction product. The product is: [C:18]1(=[O:27])[C:19]2[C:24](=[CH:23][CH:22]=[CH:21][CH:20]=2)[C:25](=[O:26])[NH:17]1.